Dataset: Catalyst prediction with 721,799 reactions and 888 catalyst types from USPTO. Task: Predict which catalyst facilitates the given reaction. (1) Reactant: [CH:1]1([NH:4][C:5]([NH:7][C:8]2[CH:13]=[CH:12][C:11]([O:14][C:15]3[CH:20]=[CH:19][N:18]=[C:17]4[CH:21]=[C:22]([C:24]5[CH:29]=[CH:28][C:27]([CH2:30][N:31]6[CH2:36][CH2:35][NH:34][CH2:33][CH2:32]6)=[CH:26][N:25]=5)[S:23][C:16]=34)=[C:10]([F:37])[CH:9]=2)=[O:6])[CH2:3][CH2:2]1.C([O-])([O-])=O.[K+].[K+].CS(O[CH2:49][CH2:50][F:51])(=O)=O.O. Product: [CH:1]1([NH:4][C:5]([NH:7][C:8]2[CH:13]=[CH:12][C:11]([O:14][C:15]3[CH:20]=[CH:19][N:18]=[C:17]4[CH:21]=[C:22]([C:24]5[CH:29]=[CH:28][C:27]([CH2:30][N:31]6[CH2:32][CH2:33][N:34]([CH2:49][CH2:50][F:51])[CH2:35][CH2:36]6)=[CH:26][N:25]=5)[S:23][C:16]=34)=[C:10]([F:37])[CH:9]=2)=[O:6])[CH2:3][CH2:2]1. The catalyst class is: 3. (2) Reactant: [CH2:1]([O:3][CH2:4][C:5]1[N:6]([CH2:18][CH2:19][CH2:20][C:21]([O:23][CH2:24][CH3:25])=[O:22])[C:7]2[C:16]3[CH:15]=[CH:14][CH:13]=[CH:12][C:11]=3[N:10]=[CH:9][C:8]=2[N:17]=1)[CH3:2].C1C=C(Cl)C=C(C(OO)=O)C=1.[OH-].[NH4+:38].C1(C)C=CC(S(Cl)(=O)=O)=CC=1. Product: [NH2:38][C:9]1[C:8]2[N:17]=[C:5]([CH2:4][O:3][CH2:1][CH3:2])[N:6]([CH2:18][CH2:19][CH2:20][C:21]([O:23][CH2:24][CH3:25])=[O:22])[C:7]=2[C:16]2[CH:15]=[CH:14][CH:13]=[CH:12][C:11]=2[N:10]=1. The catalyst class is: 96. (3) Reactant: C1(P(C2C=CC=CC=2)C2C=CC=CC=2)C=CC=CC=1.CC(OC(/N=N/C(OC(C)C)=O)=O)C.[Cl:34][C:35]1[C:40]([N+:41]([O-:43])=[O:42])=[CH:39][C:38]([C:44]#[N:45])=[CH:37][C:36]=1[NH:46][C:47](=[O:66])[CH2:48][N:49]([CH2:63][CH2:64]O)[CH2:50][C:51]1[C:56]([O:57][CH3:58])=[CH:55][C:54]([O:59][CH3:60])=[CH:53][C:52]=1[O:61][CH3:62]. Product: [Cl:34][C:35]1[C:36]([N:46]2[CH2:64][CH2:63][N:49]([CH2:50][C:51]3[C:56]([O:57][CH3:58])=[CH:55][C:54]([O:59][CH3:60])=[CH:53][C:52]=3[O:61][CH3:62])[CH2:48][C:47]2=[O:66])=[CH:37][C:38]([C:44]#[N:45])=[CH:39][C:40]=1[N+:41]([O-:43])=[O:42]. The catalyst class is: 387.